From a dataset of Forward reaction prediction with 1.9M reactions from USPTO patents (1976-2016). Predict the product of the given reaction. (1) Given the reactants [Cl:1][C:2]1[CH:3]=[C:4]([NH:9][C:10]2[C:19]3[C:14](=[CH:15][C:16]([O:40][CH3:41])=[C:17]([O:20][CH2:21][CH2:22][CH2:23][N:24]4[CH2:32][CH:31]5[CH:26]([CH2:27][N:28](C(OC(C)(C)C)=O)[CH2:29][CH2:30]5)[CH2:25]4)[CH:18]=3)[N:13]=[CH:12][N:11]=2)[CH:5]=[CH:6][C:7]=1[F:8].Cl, predict the reaction product. The product is: [Cl:1][C:2]1[CH:3]=[C:4]([NH:9][C:10]2[C:19]3[C:14](=[CH:15][C:16]([O:40][CH3:41])=[C:17]([O:20][CH2:21][CH2:22][CH2:23][N:24]4[CH2:32][CH:31]5[CH:26]([CH2:27][NH:28][CH2:29][CH2:30]5)[CH2:25]4)[CH:18]=3)[N:13]=[CH:12][N:11]=2)[CH:5]=[CH:6][C:7]=1[F:8]. (2) Given the reactants [OH:1][CH:2]1[CH2:7][CH2:6][N:5]([C:8]([O:10][CH2:11][C:12]2[CH:17]=[CH:16][CH:15]=[CH:14][CH:13]=2)=[O:9])[CH2:4][CH2:3]1.C(N(CC)CC)C.[N:25]([CH:28]([CH3:30])[CH3:29])=[C:26]=[O:27], predict the reaction product. The product is: [CH:28]([NH:25][C:26]([O:1][CH:2]1[CH2:3][CH2:4][N:5]([C:8]([O:10][CH2:11][C:12]2[CH:17]=[CH:16][CH:15]=[CH:14][CH:13]=2)=[O:9])[CH2:6][CH2:7]1)=[O:27])([CH3:30])[CH3:29]. (3) Given the reactants [CH3:1][O:2][C:3]([CH3:5])=[CH2:4].[OH:6][CH2:7][CH:8](CO)[CH2:9][OH:10], predict the reaction product. The product is: [CH3:4][C:3]1([CH3:5])[O:6][CH2:7][CH:8]([CH2:9][OH:10])[CH2:1][O:2]1.